This data is from Reaction yield outcomes from USPTO patents with 853,638 reactions. The task is: Predict the reaction yield, written as a fraction of the theoretical maximum amount of product (1.0 means a 100% yield; for example, 0.34 means a 34% yield). (1) The reactants are [O:1]1[CH2:7][CH2:6][CH2:5][O:4][C:3]2[CH:8]=[C:9](B(O)O)[CH:10]=[CH:11][C:2]1=2.Cl[C:16]1[C:25]([N:26]([CH:28]([CH3:30])[CH3:29])[CH3:27])=[N:24][C:23]2[C:18](=[CH:19][CH:20]=[C:21]([C:31]([O:33][CH3:34])=[O:32])[CH:22]=2)[N:17]=1.[O-]P([O-])([O-])=O.[K+].[K+].[K+]. The catalyst is O1CCOCC1.O.C1C=CC([P]([Pd]([P](C2C=CC=CC=2)(C2C=CC=CC=2)C2C=CC=CC=2)([P](C2C=CC=CC=2)(C2C=CC=CC=2)C2C=CC=CC=2)[P](C2C=CC=CC=2)(C2C=CC=CC=2)C2C=CC=CC=2)(C2C=CC=CC=2)C2C=CC=CC=2)=CC=1. The product is [O:1]1[CH2:7][CH2:6][CH2:5][O:4][C:3]2[CH:8]=[C:9]([C:16]3[C:25]([N:26]([CH:28]([CH3:30])[CH3:29])[CH3:27])=[N:24][C:23]4[C:18](=[CH:19][CH:20]=[C:21]([C:31]([O:33][CH3:34])=[O:32])[CH:22]=4)[N:17]=3)[CH:10]=[CH:11][C:2]1=2. The yield is 0.630. (2) The reactants are [OH:1][CH:2]1[CH2:7][CH2:6][NH:5][CH2:4][CH2:3]1.[Cl:8][C:9]1[CH:10]=[C:11]([NH:16][CH2:17][C:18]2[N:23]=[CH:22][C:21]([NH:24][C:25]3[C:34]4[C:29](=[CH:30][C:31]([O:37][CH2:38][CH2:39][CH2:40]Cl)=[C:32]([O:35][CH3:36])[CH:33]=4)[N:28]=[CH:27][N:26]=3)=[CH:20][N:19]=2)[CH:12]=[CH:13][C:14]=1[F:15]. No catalyst specified. The product is [Cl:8][C:9]1[CH:10]=[C:11]([NH:16][CH2:17][C:18]2[N:23]=[CH:22][C:21]([NH:24][C:25]3[C:34]4[C:29](=[CH:30][C:31]([O:37][CH2:38][CH2:39][CH2:40][N:5]5[CH2:6][CH2:7][CH:2]([OH:1])[CH2:3][CH2:4]5)=[C:32]([O:35][CH3:36])[CH:33]=4)[N:28]=[CH:27][N:26]=3)=[CH:20][N:19]=2)[CH:12]=[CH:13][C:14]=1[F:15]. The yield is 0.620. (3) The reactants are [C:1]([O:5][C:6]([N:8]1[CH2:13][C@H:12]([OH:14])[CH2:11][CH2:10][C@@H:9]1[C@H:15]1[O:19][C:18]([CH3:21])([CH3:20])[N:17]([C:22](=[O:24])[CH3:23])[C@H:16]1[CH2:25][C:26]1[CH:31]=[C:30]([F:32])[CH:29]=[C:28]([F:33])[CH:27]=1)=[O:7])([CH3:4])([CH3:3])[CH3:2].[H-].[Na+].Br[CH2:37][CH2:38][CH:39]([CH3:41])[CH3:40]. The catalyst is CN(C)C=O. The product is [C:1]([O:5][C:6]([N:8]1[CH2:13][C@H:12]([O:14][CH2:37][CH2:38][CH:39]([CH3:41])[CH3:40])[CH2:11][CH2:10][C@@H:9]1[C@H:15]1[O:19][C:18]([CH3:20])([CH3:21])[N:17]([C:22](=[O:24])[CH3:23])[C@H:16]1[CH2:25][C:26]1[CH:31]=[C:30]([F:32])[CH:29]=[C:28]([F:33])[CH:27]=1)=[O:7])([CH3:2])([CH3:3])[CH3:4]. The yield is 0.750.